Task: Regression. Given two drug SMILES strings and cell line genomic features, predict the synergy score measuring deviation from expected non-interaction effect.. Dataset: NCI-60 drug combinations with 297,098 pairs across 59 cell lines (1) Drug 1: CCC(=C(C1=CC=CC=C1)C2=CC=C(C=C2)OCCN(C)C)C3=CC=CC=C3.C(C(=O)O)C(CC(=O)O)(C(=O)O)O. Drug 2: CC1=C(C(=CC=C1)Cl)NC(=O)C2=CN=C(S2)NC3=CC(=NC(=N3)C)N4CCN(CC4)CCO. Cell line: SF-539. Synergy scores: CSS=9.35, Synergy_ZIP=-0.859, Synergy_Bliss=0.293, Synergy_Loewe=1.41, Synergy_HSA=0.195. (2) Cell line: LOX IMVI. Drug 1: CCC1(CC2CC(C3=C(CCN(C2)C1)C4=CC=CC=C4N3)(C5=C(C=C6C(=C5)C78CCN9C7C(C=CC9)(C(C(C8N6C=O)(C(=O)OC)O)OC(=O)C)CC)OC)C(=O)OC)O.OS(=O)(=O)O. Drug 2: C1CN(P(=O)(OC1)NCCCl)CCCl. Synergy scores: CSS=23.5, Synergy_ZIP=-6.35, Synergy_Bliss=-2.59, Synergy_Loewe=-4.91, Synergy_HSA=-4.87.